Dataset: Catalyst prediction with 721,799 reactions and 888 catalyst types from USPTO. Task: Predict which catalyst facilitates the given reaction. (1) Reactant: CC(C)([O-])C.[K+].[Cl:7][C:8]1[CH:13]=[C:12]([Cl:14])[CH:11]=[CH:10][C:9]=1[SH:15].Cl[C:17]1[CH:18]=[CH:19][C:20](=[O:23])[NH:21][N:22]=1.[OH-].[K+]. Product: [Cl:7][C:8]1[CH:13]=[C:12]([Cl:14])[CH:11]=[CH:10][C:9]=1[S:15][C:17]1[CH:18]=[CH:19][C:20](=[O:23])[NH:21][N:22]=1. The catalyst class is: 35. (2) Reactant: [F:1][C:2]1[CH:7]=[C:6]([F:8])[CH:5]=[CH:4][C:3]=1[CH:9]=[N:10][C:11]([O:13][Si](C)(C)C)=[CH2:12].C(OC([N:25]1[C:33]2[C:28](=[CH:29][CH:30]=[C:31]([Cl:34])[CH:32]=2)/[C:27](=[CH:35]/[C:36]2[CH:41]=[CH:40][CH:39]=[C:38]([Cl:42])[CH:37]=2)/[C:26]1=[O:43])=O)(C)(C)C.CO. Product: [Cl:34][C:31]1[CH:32]=[C:33]2[NH:25][C:26](=[O:43])[C:27]3([CH:35]([C:36]4[CH:41]=[CH:40][CH:39]=[C:38]([Cl:42])[CH:37]=4)[CH2:13][C:11](=[O:12])[NH:10][CH:9]3[C:3]3[CH:4]=[CH:5][C:6]([F:8])=[CH:7][C:2]=3[F:1])[C:28]2=[CH:29][CH:30]=1. The catalyst class is: 11. (3) Reactant: [NH2:1][C@H:2]([C:5]([O:7][CH3:8])=[O:6])[CH2:3][OH:4].Cl.C(N(CC)CC)C.[CH3:17][C:18]([O:21][C:22](O[C:22]([O:21][C:18]([CH3:20])([CH3:19])[CH3:17])=[O:23])=[O:23])([CH3:20])[CH3:19]. Product: [NH:1]([C:22]([O:21][C:18]([CH3:20])([CH3:19])[CH3:17])=[O:23])[C@H:2]([C:5]([O:7][CH3:8])=[O:6])[CH2:3][OH:4]. The catalyst class is: 13. (4) Reactant: [CH3:1][C:2]1([CH3:26])[C@@H:22]([OH:23])[CH2:21][CH2:20][C@@:19]2([CH3:24])[CH:3]1[CH2:4][CH2:5][C:6]1[C:7]3[C@:15]([CH3:25])([CH2:16][CH2:17][C:18]=12)[C@@H:10]([C@H:11]([CH3:14])[CH2:12][OH:13])[CH2:9][CH:8]=3.C(=O)(O)[O-].[Na+]. Product: [OH:23][C@H:22]1[CH2:21][CH2:20][C@@:19]2([CH3:24])[CH:3]([CH2:4][CH2:5][C:6]3[C:7]4[C@:15]([CH3:25])([CH2:16][CH2:17][C:18]=32)[C@@H:10]([C@H:11]([CH3:14])[CH:12]=[O:13])[CH2:9][CH:8]=4)[C:2]1([CH3:1])[CH3:26]. The catalyst class is: 4. (5) Reactant: [NH2:1][C:2]1[CH:11]=[CH:10][C:9]([CH:12]2[CH2:14][CH2:13]2)=[CH:8][C:3]=1[C:4]([O:6][CH3:7])=[O:5].Br[C:16]1[CH:17]=[CH:18][C:19]([N+:30]([O-:32])=[O:31])=[C:20]([CH2:22][C:23]([O:25][C:26]([CH3:29])([CH3:28])[CH3:27])=[O:24])[CH:21]=1.C(=O)([O-])[O-].[Cs+].[Cs+]. Product: [C:26]([O:25][C:23](=[O:24])[CH2:22][C:20]1[CH:21]=[C:16]([NH:1][C:2]2[CH:11]=[CH:10][C:9]([CH:12]3[CH2:14][CH2:13]3)=[CH:8][C:3]=2[C:4]([O:6][CH3:7])=[O:5])[CH:17]=[CH:18][C:19]=1[N+:30]([O-:32])=[O:31])([CH3:29])([CH3:27])[CH3:28]. The catalyst class is: 487. (6) Reactant: Br[C:2]1[CH:10]=[C:9]2[C:5]([C:6]([C:24]3[CH:33]=[CH:32][C:27]([C:28]([O:30][CH3:31])=[O:29])=[CH:26][C:25]=3[F:34])=[N:7][N:8]2[C:11](=[O:23])[C:12]2[C:17]([C:18]([F:21])([F:20])[F:19])=[CH:16][CH:15]=[CH:14][C:13]=2[Cl:22])=[CH:4][CH:3]=1.Br[C:36]1[N:37]=[CH:38][N:39]([CH3:41])[CH:40]=1.C([O-])([O-])=O.[K+].[K+].N#N. Product: [Cl:22][C:13]1[CH:14]=[CH:15][CH:16]=[C:17]([C:18]([F:20])([F:19])[F:21])[C:12]=1[C:11]([N:8]1[C:9]2[C:5](=[CH:4][CH:3]=[C:2]([C:36]3[N:37]=[CH:38][N:39]([CH3:41])[CH:40]=3)[CH:10]=2)[C:6]([C:24]2[CH:33]=[CH:32][C:27]([C:28]([O:30][CH3:31])=[O:29])=[CH:26][C:25]=2[F:34])=[N:7]1)=[O:23]. The catalyst class is: 77. (7) Reactant: [CH2:1]([N:3]1[C:7]2=[N:8][C:9]([CH2:28][CH3:29])=[C:10]([CH2:19][NH:20][C:21](=[O:27])[CH2:22][CH2:23][C:24]([OH:26])=O)[C:11]([NH:12][CH:13]3[CH2:18][CH2:17][O:16][CH2:15][CH2:14]3)=[C:6]2[CH:5]=[N:4]1)[CH3:2].[Br:30][C:31]1[CH:32]=[C:33]([CH2:39][NH2:40])[CH:34]=[CH:35][C:36]=1[O:37][CH3:38].CN(C(ON1N=NC2C=CC=NC1=2)=[N+](C)C)C.F[P-](F)(F)(F)(F)F.C(N(CC)CC)C. Product: [Br:30][C:31]1[CH:32]=[C:33]([CH2:39][NH:40][C:24](=[O:26])[CH2:23][CH2:22][C:21]([NH:20][CH2:19][C:10]2[C:11]([NH:12][CH:13]3[CH2:14][CH2:15][O:16][CH2:17][CH2:18]3)=[C:6]3[CH:5]=[N:4][N:3]([CH2:1][CH3:2])[C:7]3=[N:8][C:9]=2[CH2:28][CH3:29])=[O:27])[CH:34]=[CH:35][C:36]=1[O:37][CH3:38]. The catalyst class is: 4.